Dataset: Forward reaction prediction with 1.9M reactions from USPTO patents (1976-2016). Task: Predict the product of the given reaction. Given the reactants [BrH:1].[CH3:2][N:3]1[CH2:7][CH2:6][CH2:5][C@@H:4]1[CH2:8][C:9]1[C:17]2[C:12](=[CH:13][CH:14]=[C:15]([CH2:18][CH2:19][S:20]([C:23]3[CH:28]=[CH:27][CH:26]=[CH:25][CH:24]=3)(=[O:22])=[O:21])[CH:16]=2)[NH:11][CH:10]=1, predict the reaction product. The product is: [BrH:1].[CH3:2][N:3]1[CH2:7][CH2:6][CH2:5][C@@H:4]1[CH2:8][C:9]1[C:17]2[C:12](=[CH:13][CH:14]=[C:15]([CH2:18][CH2:19][S:20]([C:23]3[CH:28]=[CH:27][CH:26]=[CH:25][CH:24]=3)(=[O:21])=[O:22])[CH:16]=2)[NH:11][CH:10]=1.